From a dataset of Catalyst prediction with 721,799 reactions and 888 catalyst types from USPTO. Predict which catalyst facilitates the given reaction. (1) Reactant: Cl[C:2]1[C:3]2[CH2:11][N:10]([C:12]3[CH:19]=[CH:18][C:17]([CH3:20])=[CH:16][C:13]=3[C:14]#[N:15])[CH2:9][CH2:8][C:4]=2[N:5]=[CH:6][N:7]=1.[CH:21]([C:24]1[N:29]=[CH:28][C:27]([CH2:30][NH2:31])=[CH:26][N:25]=1)([CH3:23])[CH3:22].C(N(CC)C(C)C)(C)C. Product: [CH:21]([C:24]1[N:29]=[CH:28][C:27]([CH2:30][NH:31][C:2]2[C:3]3[CH2:11][N:10]([C:12]4[CH:19]=[CH:18][C:17]([CH3:20])=[CH:16][C:13]=4[C:14]#[N:15])[CH2:9][CH2:8][C:4]=3[N:5]=[CH:6][N:7]=2)=[CH:26][N:25]=1)([CH3:23])[CH3:22]. The catalyst class is: 10. (2) Reactant: [NH2:1][OH:2].C1COCC1.[N:8]1([C:14]([C:16]2[CH:17]=[C:18]([S:21](Cl)(=[O:23])=[O:22])[S:19][CH:20]=2)=[O:15])[CH2:13][CH2:12][O:11][CH2:10][CH2:9]1. The catalyst class is: 6. Product: [OH:2][NH:1][S:21]([C:18]1[S:19][CH:20]=[C:16]([C:14]([N:8]2[CH2:13][CH2:12][O:11][CH2:10][CH2:9]2)=[O:15])[CH:17]=1)(=[O:23])=[O:22]. (3) Reactant: [Cl:1][C:2]1[CH:10]=[C:9]([Cl:11])[CH:8]=[C:7]2[C:3]=1[CH2:4][C@H:5]([N:38]1[CH2:43][CH2:42][CH2:41][C@@H:40]([NH:44][C:45](=[O:51])[O:46][C:47]([CH3:50])([CH3:49])[CH3:48])[CH2:39]1)[C@H:6]2[O:12][C:13]1[CH:18]=[CH:17][C:16]([S:19](=[O:37])(=[O:36])[NH:20][CH2:21][CH2:22][O:23][CH2:24][CH2:25][O:26][CH2:27][CH2:28][NH:29]C(=O)C(F)(F)F)=[CH:15][CH:14]=1.[OH-].[Na+]. Product: [NH2:29][CH2:28][CH2:27][O:26][CH2:25][CH2:24][O:23][CH2:22][CH2:21][NH:20][S:19]([C:16]1[CH:15]=[CH:14][C:13]([O:12][C@H:6]2[C:7]3[C:3](=[C:2]([Cl:1])[CH:10]=[C:9]([Cl:11])[CH:8]=3)[CH2:4][C@@H:5]2[N:38]2[CH2:43][CH2:42][CH2:41][C@@H:40]([NH:44][C:45](=[O:51])[O:46][C:47]([CH3:50])([CH3:48])[CH3:49])[CH2:39]2)=[CH:18][CH:17]=1)(=[O:37])=[O:36]. The catalyst class is: 5.